The task is: Predict the reaction yield, written as a fraction of the theoretical maximum amount of product (1.0 means a 100% yield; for example, 0.34 means a 34% yield).. This data is from Reaction yield outcomes from USPTO patents with 853,638 reactions. (1) The reactants are Br[C:2]1[CH:10]=[C:9]([Cl:11])[CH:8]=[CH:7][C:3]=1[C:4]([OH:6])=[O:5].BrC1C=CC=CC=1C(O)=O.[SH:22][C:23]1[CH:31]=[CH:30][CH:29]=[CH:28][C:24]=1[C:25]([OH:27])=[O:26]. No catalyst specified. The product is [C:25]([C:24]1[CH:28]=[CH:29][CH:30]=[CH:31][C:23]=1[S:22][C:2]1[CH:10]=[C:9]([Cl:11])[CH:8]=[CH:7][C:3]=1[C:4]([OH:6])=[O:5])([OH:27])=[O:26]. The yield is 0.950. (2) The reactants are [NH2:1][C:2]1[C:7]([O:8][C:9]2[CH:14]=[CH:13][C:12]([F:15])=[CH:11][CH:10]=2)=[CH:6][C:5](Br)=[CH:4][N:3]=1.[SH:17][CH2:18][CH2:19][C:20]([O:22][CH3:23])=[O:21].C(N(C(C)C)CC)(C)C.C1(P(C2C=CC=CC=2)C2C3OC4C(=CC=CC=4P(C4C=CC=CC=4)C4C=CC=CC=4)C(C)(C)C=3C=CC=2)C=CC=CC=1. The catalyst is O1CCOCC1.C(OCC)(=O)C.O. The product is [NH2:1][C:2]1[N:3]=[CH:4][C:5]([S:17][CH2:18][CH2:19][C:20]([O:22][CH3:23])=[O:21])=[CH:6][C:7]=1[O:8][C:9]1[CH:14]=[CH:13][C:12]([F:15])=[CH:11][CH:10]=1. The yield is 0.640. (3) The reactants are I[C:2]1[S:3][CH:4]=[CH:5][CH:6]=1.[OH-].[K+].[F:9][C:10]1[CH:15]=[CH:14][C:13]([SH:16])=[CH:12][CH:11]=1.Cl. The catalyst is CN(C=O)C. The product is [F:9][C:10]1[CH:15]=[CH:14][C:13]([S:16][C:2]2[S:3][CH:4]=[CH:5][CH:6]=2)=[CH:12][CH:11]=1. The yield is 0.690. (4) The reactants are [C:1]1(=[O:20])[C:10]2[C:5](=[CH:6][CH:7]=[C:8](B3OC(C)(C)C(C)(C)O3)[CH:9]=2)[CH2:4][CH2:3][CH2:2]1.[CH2:21]([O:23][C:24]([C:26]1[N:27]=[C:28](Cl)[S:29][CH:30]=1)=[O:25])[CH3:22].[BH4-].C([N+](CCCC)(CCCC)CCCC)CCC.C(=O)([O-])[O-].[K+].[K+]. The catalyst is O1CCOCC1.O.Cl[Pd](Cl)([P](C1C=CC=CC=1)(C1C=CC=CC=1)C1C=CC=CC=1)[P](C1C=CC=CC=1)(C1C=CC=CC=1)C1C=CC=CC=1.O.C(OCC)(=O)C. The product is [CH2:21]([O:23][C:24]([C:26]1[N:27]=[C:28]([C:8]2[CH:7]=[CH:6][C:5]3[CH2:4][CH2:3][CH2:2][C:1](=[O:20])[C:10]=3[CH:9]=2)[S:29][CH:30]=1)=[O:25])[CH3:22]. The yield is 0.220.